Dataset: Forward reaction prediction with 1.9M reactions from USPTO patents (1976-2016). Task: Predict the product of the given reaction. (1) Given the reactants [CH3:1][N:2]([CH3:37])[CH2:3][CH2:4][N:5]1[C:13](=[O:14])[C:12]2[CH:11]=[C:10]3[NH:15][C:16]([C:18]4[C:19]([O:34]C)=[N:20][CH:21]=[CH:22][C:23]=4[O:24][CH:25]([CH3:33])[CH2:26][C:27]4[CH:32]=[CH:31][CH:30]=[CH:29][CH:28]=4)=[N:17][C:9]3=[CH:8][C:7]=2[C:6]1=[O:36].Cl, predict the reaction product. The product is: [CH3:37][N:2]([CH3:1])[CH2:3][CH2:4][N:5]1[C:13](=[O:14])[C:12]2[CH:11]=[C:10]3[NH:15][C:16]([C:18]4[C:19](=[O:34])[NH:20][CH:21]=[CH:22][C:23]=4[O:24][CH:25]([CH3:33])[CH2:26][C:27]4[CH:32]=[CH:31][CH:30]=[CH:29][CH:28]=4)=[N:17][C:9]3=[CH:8][C:7]=2[C:6]1=[O:36]. (2) Given the reactants [CH2:1]([N:8]1[C:16]([C:17]2[CH:22]=[CH:21][CH:20]=[CH:19][CH:18]=2)=[C:15]2[C:10]([C:11]([C:23](O)([CH3:25])[CH3:24])=[CH:12][CH:13]=[CH:14]2)=[N:9]1)[C:2]1[CH:7]=[CH:6][CH:5]=[CH:4][CH:3]=1.CC1C=CC(S(O)(=O)=O)=CC=1, predict the reaction product. The product is: [CH2:1]([N:8]1[C:16]([C:17]2[CH:22]=[CH:21][CH:20]=[CH:19][CH:18]=2)=[C:15]2[C:10]([C:11]([C:23]([CH3:25])=[CH2:24])=[CH:12][CH:13]=[CH:14]2)=[N:9]1)[C:2]1[CH:3]=[CH:4][CH:5]=[CH:6][CH:7]=1.